This data is from NCI-60 drug combinations with 297,098 pairs across 59 cell lines. The task is: Regression. Given two drug SMILES strings and cell line genomic features, predict the synergy score measuring deviation from expected non-interaction effect. (1) Cell line: OVCAR-8. Drug 1: COC1=C(C=C2C(=C1)N=CN=C2NC3=CC(=C(C=C3)F)Cl)OCCCN4CCOCC4. Drug 2: CC1C(C(CC(O1)OC2CC(OC(C2O)C)OC3=CC4=CC5=C(C(=O)C(C(C5)C(C(=O)C(C(C)O)O)OC)OC6CC(C(C(O6)C)O)OC7CC(C(C(O7)C)O)OC8CC(C(C(O8)C)O)(C)O)C(=C4C(=C3C)O)O)O)O. Synergy scores: CSS=32.9, Synergy_ZIP=8.70, Synergy_Bliss=12.1, Synergy_Loewe=12.1, Synergy_HSA=12.0. (2) Drug 1: C1=NC2=C(N=C(N=C2N1C3C(C(C(O3)CO)O)O)F)N. Drug 2: C1CNP(=O)(OC1)N(CCCl)CCCl. Cell line: HL-60(TB). Synergy scores: CSS=-29.4, Synergy_ZIP=4.62, Synergy_Bliss=-8.41, Synergy_Loewe=-76.5, Synergy_HSA=-33.7. (3) Drug 1: CCC1(C2=C(COC1=O)C(=O)N3CC4=CC5=C(C=CC(=C5CN(C)C)O)N=C4C3=C2)O.Cl. Drug 2: CC12CCC3C(C1CCC2OP(=O)(O)O)CCC4=C3C=CC(=C4)OC(=O)N(CCCl)CCCl.[Na+]. Cell line: OVCAR-8. Synergy scores: CSS=33.8, Synergy_ZIP=-2.02, Synergy_Bliss=-2.28, Synergy_Loewe=-46.0, Synergy_HSA=-0.707. (4) Synergy scores: CSS=43.2, Synergy_ZIP=-3.07, Synergy_Bliss=1.10, Synergy_Loewe=-20.1, Synergy_HSA=-1.68. Drug 2: CC1=C2C(C(=O)C3(C(CC4C(C3C(C(C2(C)C)(CC1OC(=O)C(C(C5=CC=CC=C5)NC(=O)C6=CC=CC=C6)O)O)OC(=O)C7=CC=CC=C7)(CO4)OC(=O)C)O)C)OC(=O)C. Cell line: SF-268. Drug 1: C1=CC(=CC=C1CC(C(=O)O)N)N(CCCl)CCCl.Cl. (5) Drug 1: C1=CC(=C2C(=C1NCCNCCO)C(=O)C3=C(C=CC(=C3C2=O)O)O)NCCNCCO. Drug 2: CCCS(=O)(=O)NC1=C(C(=C(C=C1)F)C(=O)C2=CNC3=C2C=C(C=N3)C4=CC=C(C=C4)Cl)F. Cell line: NCI-H460. Synergy scores: CSS=52.5, Synergy_ZIP=6.13, Synergy_Bliss=4.08, Synergy_Loewe=-26.0, Synergy_HSA=3.20. (6) Drug 1: CCCCCOC(=O)NC1=NC(=O)N(C=C1F)C2C(C(C(O2)C)O)O. Drug 2: CC1=C2C(C(=O)C3(C(CC4C(C3C(C(C2(C)C)(CC1OC(=O)C(C(C5=CC=CC=C5)NC(=O)C6=CC=CC=C6)O)O)OC(=O)C7=CC=CC=C7)(CO4)OC(=O)C)O)C)OC(=O)C. Cell line: HL-60(TB). Synergy scores: CSS=29.4, Synergy_ZIP=-1.16, Synergy_Bliss=-3.27, Synergy_Loewe=-45.8, Synergy_HSA=-3.20.